From a dataset of Forward reaction prediction with 1.9M reactions from USPTO patents (1976-2016). Predict the product of the given reaction. Given the reactants CO[C:3]([CH:5]1[C:10]([CH3:12])([CH3:11])[CH2:9][O:8][CH:7]([C:13]2[CH:18]=[CH:17][CH:16]=[CH:15][CH:14]=2)[O:6]1)=[O:4].O[Li].O.O=S(Cl)Cl.[CH2:26]([O:33][CH2:34][CH2:35][CH2:36][CH2:37][O:38][C:39]1[CH:44]=[C:43]([CH3:45])[C:42]([NH2:46])=[C:41]([CH3:47])[CH:40]=1)[C:27]1[CH:32]=[CH:31][CH:30]=[CH:29][CH:28]=1, predict the reaction product. The product is: [CH2:26]([O:33][CH2:34][CH2:35][CH2:36][CH2:37][O:38][C:39]1[CH:40]=[C:41]([CH3:47])[C:42]([NH:46][C:3]([CH:5]2[C:10]([CH3:11])([CH3:12])[CH2:9][O:8][CH:7]([C:13]3[CH:14]=[CH:15][CH:16]=[CH:17][CH:18]=3)[O:6]2)=[O:4])=[C:43]([CH3:45])[CH:44]=1)[C:27]1[CH:32]=[CH:31][CH:30]=[CH:29][CH:28]=1.